From a dataset of Catalyst prediction with 721,799 reactions and 888 catalyst types from USPTO. Predict which catalyst facilitates the given reaction. (1) Reactant: [NH:1]1[C:10]2[C:5](=[CH:6][CH:7]=[CH:8][CH:9]=2)[CH2:4][CH2:3][CH:2]1[CH2:11][NH:12][C:13]([NH:15][C:16]1[CH:24]=[CH:23][CH:22]=[C:21]2[C:17]=1[CH:18]=[N:19][N:20]2[C:25]([O:27][CH3:28])=[O:26])=[O:14].C(O[BH-](OC(=O)C)OC(=O)C)(=O)C.[Na+].[C:43]1([CH2:49][CH:50]=O)[CH:48]=[CH:47][CH:46]=[CH:45][CH:44]=1.C(O)(=O)C. Product: [C:43]1([CH2:49][CH2:50][N:1]2[C:10]3[C:5](=[CH:6][CH:7]=[CH:8][CH:9]=3)[CH2:4][CH2:3][CH:2]2[CH2:11][NH:12][C:13]([NH:15][C:16]2[CH:24]=[CH:23][CH:22]=[C:21]3[C:17]=2[CH:18]=[N:19][N:20]3[C:25]([O:27][CH3:28])=[O:26])=[O:14])[CH:48]=[CH:47][CH:46]=[CH:45][CH:44]=1. The catalyst class is: 68. (2) Reactant: [NH2:1][C:2]1[C:3]([OH:12])=[CH:4][C:5]([F:11])=[C:6]([C:8](=[O:10])[CH3:9])[CH:7]=1.C([O-])(O)=O.[Na+].CC(C)[CH2:20][C:21](=[O:23])C.ClCC(Cl)=O. Product: [C:8]([C:6]1[C:5]([F:11])=[CH:4][C:3]2[O:12][CH2:20][C:21](=[O:23])[NH:1][C:2]=2[CH:7]=1)(=[O:10])[CH3:9]. The catalyst class is: 6. (3) Reactant: [NH2:1][C:2]1[N:7]=[C:6]([N:8]2[C@H:13]([CH3:14])[CH2:12][CH2:11][C@H:10]([C:15]([NH:17][C@@H:18]([C:20]3[CH:25]=[CH:24][CH:23]=[CH:22][CH:21]=3)[CH3:19])=[O:16])[CH2:9]2)[CH:5]=[C:4]([C:26]2[CH:31]=[CH:30][C:29]([C:32]#[N:33])=[C:28](F)[CH:27]=2)[N:3]=1.CCO.CCN(C(C)C)C(C)C.[NH2:47][NH2:48]. Product: [NH2:1][C:2]1[N:7]=[C:6]([N:8]2[C@H:13]([CH3:14])[CH2:12][CH2:11][C@H:10]([C:15]([NH:17][C@@H:18]([C:20]3[CH:25]=[CH:24][CH:23]=[CH:22][CH:21]=3)[CH3:19])=[O:16])[CH2:9]2)[CH:5]=[C:4]([C:26]2[CH:27]=[C:28]3[C:29]([C:32]([NH2:33])=[N:47][NH:48]3)=[CH:30][CH:31]=2)[N:3]=1. The catalyst class is: 5. (4) The catalyst class is: 9. Reactant: [Cl:1][C:2]1[CH:7]=[CH:6][N:5]=[C:4]([C:8](O)=[O:9])[CH:3]=1.[NH2:11][C:12]1[N:17]=[C:16]([C:18]([O:20][CH3:21])=[O:19])[CH:15]=[CH:14][CH:13]=1.F[P-](F)(F)(F)(F)F.N1(OC(N(C)C)=[N+](C)C)C2N=CC=CC=2N=N1.CN1CCOCC1. Product: [CH3:21][O:20][C:18]([C:16]1[CH:15]=[CH:14][CH:13]=[C:12]([NH:11][C:8]([C:4]2[CH:3]=[C:2]([Cl:1])[CH:7]=[CH:6][N:5]=2)=[O:9])[N:17]=1)=[O:19].